Dataset: Forward reaction prediction with 1.9M reactions from USPTO patents (1976-2016). Task: Predict the product of the given reaction. (1) Given the reactants [Li]CCCC.[CH3:6][N:7]([CH3:16])[S:8]([N:11]1[CH:15]=[CH:14][N:13]=[CH:12]1)(=[O:10])=[O:9].C(Br)(Br)(Br)[Br:18].O, predict the reaction product. The product is: [Br:18][C:12]1[N:11]([S:8]([N:7]([CH3:16])[CH3:6])(=[O:9])=[O:10])[CH:15]=[CH:14][N:13]=1. (2) Given the reactants [OH-].[Li+].C([O:5][C:6](=[O:17])[C:7]1[CH:12]=[CH:11][CH:10]=[C:9]([O:13][CH2:14][C:15]#[CH:16])[CH:8]=1)C.[OH-].[Na+], predict the reaction product. The product is: [CH2:14]([O:13][C:9]1[CH:8]=[C:7]([CH:12]=[CH:11][CH:10]=1)[C:6]([OH:17])=[O:5])[C:15]#[CH:16]. (3) Given the reactants [CH:1]([C:3]1[CH2:4][CH:5]([NH:8][C:9](=[O:15])[O:10][C:11]([CH3:14])([CH3:13])[CH3:12])[CH2:6][CH:7]=1)=O.Cl.[CH2:17]([O:24][CH2:25][CH2:26][NH2:27])[C:18]1[CH:23]=[CH:22][CH:21]=[CH:20][CH:19]=1.C[CH2:29][N:30](C(C)C)[CH:31](C)C.S(C[N+]#[C-])(C1C=CC(C)=CC=1)(=O)=O.C1CCN2C(=NCCC2)CC1, predict the reaction product. The product is: [CH2:17]([O:24][CH2:25][CH2:26][N:27]1[C:1]([C:3]2[CH2:4][CH:5]([NH:8][C:9](=[O:15])[O:10][C:11]([CH3:14])([CH3:13])[CH3:12])[CH2:6][CH:7]=2)=[CH:31][N:30]=[CH:29]1)[C:18]1[CH:23]=[CH:22][CH:21]=[CH:20][CH:19]=1. (4) Given the reactants [N:1]1[C:10]2[CH:9]([NH:11][CH2:12][CH2:13][CH2:14][CH2:15][N:16]3C(=O)C4C(=CC=CC=4)C3=O)[CH2:8][CH2:7][CH2:6][C:5]=2[CH:4]=[CH:3][CH:2]=1.O.NN.C(OCC)C, predict the reaction product. The product is: [N:1]1[C:10]2[CH:9]([NH:11][CH2:12][CH2:13][CH2:14][CH2:15][NH2:16])[CH2:8][CH2:7][CH2:6][C:5]=2[CH:4]=[CH:3][CH:2]=1. (5) Given the reactants Cl[C:2]1[CH:7]=[CH:6][C:5]([N+:8]([O-:10])=[O:9])=[CH:4][C:3]=1[O:11][CH3:12].[NH:13]1[CH2:17][CH:16]=[CH:15][CH2:14]1.N#N, predict the reaction product. The product is: [CH3:12][O:11][C:3]1[CH:4]=[C:5]([N+:8]([O-:10])=[O:9])[CH:6]=[CH:7][C:2]=1[N:13]1[CH2:17][CH:16]=[CH:15][CH2:14]1. (6) Given the reactants [CH:1]12[O:7][CH:6]1[CH2:5][CH2:4][CH2:3][CH2:2]2.[N-:8]=[N+:9]=[N-:10].[Na+], predict the reaction product. The product is: [N:8]([CH:6]1[CH2:5][CH2:4][CH2:3][CH2:2][CH:1]1[OH:7])=[N+:9]=[N-:10]. (7) The product is: [OH:1][CH:2]1[CH2:11][CH2:10][C:9]2[CH:8]=[C:7]([C@H:12]3[CH2:21][CH2:20][C@@:14]4([NH:18][C:17](=[O:19])[O:16][CH2:15]4)[CH2:13]3)[CH:6]=[CH:5][C:4]=2[CH2:3]1. Given the reactants [O:1]=[C:2]1[CH2:11][CH2:10][C:9]2[CH:8]=[C:7]([C@H:12]3[CH2:21][CH2:20][C@@:14]4([NH:18][C:17](=[O:19])[O:16][CH2:15]4)[CH2:13]3)[CH:6]=[CH:5][C:4]=2[CH2:3]1.[BH4-].[Na+], predict the reaction product. (8) Given the reactants [N:1]1[CH:6]=[C:5]([CH2:7][C:8]2[C:9](=[O:15])[NH:10][C:11](=[S:14])[NH:12][CH:13]=2)[CH:4]=[N:3][CH:2]=1.[CH3:16]CN(C(C)C)C(C)C.Cl[CH2:26][C:27]1[CH:28]=[CH:29][C:30]([O:35][C:36]2[CH:41]=[CH:40][C:39]([Cl:42])=[C:38]([C:43]([F:46])([F:45])[F:44])[CH:37]=2)=[C:31]([CH:34]=1)[C:32]#[N:33].CI, predict the reaction product. The product is: [Cl:42][C:39]1[CH:40]=[CH:41][C:36]([O:35][C:30]2[CH:29]=[CH:28][C:27]([CH2:26][S:14][C:11]3[N:12]([CH3:16])[CH:13]=[C:8]([CH2:7][C:5]4[CH:6]=[N:1][CH:2]=[N:3][CH:4]=4)[C:9](=[O:15])[N:10]=3)=[CH:34][C:31]=2[C:32]#[N:33])=[CH:37][C:38]=1[C:43]([F:46])([F:45])[F:44]. (9) Given the reactants ClC(Cl)(O[C:5](=[O:11])OC(Cl)(Cl)Cl)Cl.[NH2:13][C:14]1[CH:19]=[CH:18][C:17]([C:20]2[N:21]=[C:22]([N:42]3[CH2:47][CH2:46][O:45][CH2:44][CH2:43]3)[C:23]3[N:28]=[N:27][N:26]([CH:29]4[CH2:34][CH2:33][N:32]([C:35]([O:37][C:38]([CH3:41])([CH3:40])[CH3:39])=[O:36])[CH2:31][CH2:30]4)[C:24]=3[N:25]=2)=[CH:16][CH:15]=1.[CH3:48][N:49]([CH3:53])[CH2:50][CH2:51][NH2:52].CCN(CC)CC, predict the reaction product. The product is: [CH3:48][N:49]([CH3:53])[CH2:50][CH2:51][NH:52][C:5](=[O:11])[NH:13][C:14]1[CH:15]=[CH:16][C:17]([C:20]2[N:21]=[C:22]([N:42]3[CH2:43][CH2:44][O:45][CH2:46][CH2:47]3)[C:23]3[N:28]=[N:27][N:26]([CH:29]4[CH2:30][CH2:31][N:32]([C:35]([O:37][C:38]([CH3:41])([CH3:39])[CH3:40])=[O:36])[CH2:33][CH2:34]4)[C:24]=3[N:25]=2)=[CH:18][CH:19]=1.